Dataset: Full USPTO retrosynthesis dataset with 1.9M reactions from patents (1976-2016). Task: Predict the reactants needed to synthesize the given product. Given the product [CH3:15][C:14]1[N:13]=[C:12]([NH:16][C:17]([NH:19][C:20](=[O:24])[CH:21]([CH3:23])[CH3:22])=[O:18])[CH:11]=[CH:10][C:9]=1[O:8][C:6]1[CH:5]=[CH:4][N:3]=[C:2]([C:39]2[CH:44]=[CH:43][N:42]=[C:41]([N:45]3[CH2:46][CH2:47][O:48][CH2:49][CH2:50]3)[CH:40]=2)[CH:7]=1, predict the reactants needed to synthesize it. The reactants are: Cl[C:2]1[CH:7]=[C:6]([O:8][C:9]2[CH:10]=[CH:11][C:12]([NH:16][C:17]([NH:19][C:20](=[O:24])[CH:21]([CH3:23])[CH3:22])=[O:18])=[N:13][C:14]=2[CH3:15])[CH:5]=[CH:4][N:3]=1.C([O-])([O-])=O.[K+].[K+].CC1(C)C(C)(C)OB([C:39]2[CH:44]=[CH:43][N:42]=[C:41]([N:45]3[CH2:50][CH2:49][O:48][CH2:47][CH2:46]3)[CH:40]=2)O1.